Task: Regression. Given a peptide amino acid sequence and an MHC pseudo amino acid sequence, predict their binding affinity value. This is MHC class II binding data.. Dataset: Peptide-MHC class II binding affinity with 134,281 pairs from IEDB The MHC is HLA-DQA10102-DQB10602 with pseudo-sequence HLA-DQA10102-DQB10602. The peptide sequence is AAFNNAIKAGTGGAY. The binding affinity (normalized) is 0.445.